From a dataset of Forward reaction prediction with 1.9M reactions from USPTO patents (1976-2016). Predict the product of the given reaction. Given the reactants CN(C)C=O.[C:6]([N:13]1[CH2:18][CH:17]=[C:16](B2OC(C)(C)C(C)(C)O2)[CH2:15][CH2:14]1)([O:8][C:9]([CH3:12])([CH3:11])[CH3:10])=[O:7].Cl[C:29]1[CH:38]=[CH:37][C:32]([C:33]([O:35][CH3:36])=[O:34])=[CH:31][N:30]=1.C(=O)([O-])[O-].[K+].[K+], predict the reaction product. The product is: [N:30]1[CH:31]=[C:32]([C:33]([O:35][CH3:36])=[O:34])[CH:37]=[CH:38][C:29]=1[C:16]1[CH2:15][CH2:14][N:13]([C:6]([O:8][C:9]([CH3:10])([CH3:11])[CH3:12])=[O:7])[CH2:18][CH:17]=1.